The task is: Predict which catalyst facilitates the given reaction.. This data is from Catalyst prediction with 721,799 reactions and 888 catalyst types from USPTO. (1) Reactant: FC(F)(F)C([NH:5][C:6]1[CH:11]=[CH:10][C:9]([S:12](=[O:20])(=[O:19])[NH:13][C:14]2[S:15][CH:16]=[CH:17][N:18]=2)=[CH:8][C:7]=1[F:21])=O.[OH-].[Na+].Cl. Product: [NH2:5][C:6]1[CH:11]=[CH:10][C:9]([S:12]([NH:13][C:14]2[S:15][CH:16]=[CH:17][N:18]=2)(=[O:20])=[O:19])=[CH:8][C:7]=1[F:21]. The catalyst class is: 6. (2) Reactant: FC(F)(F)C(O)=O.C[N:9]([CH:11]=[C:12]([N:18]1[CH:22]=[CH:21][N:20]=[CH:19]1)[C:13]([O:15]CC)=O)C.[CH:23]1([N:27]2[CH2:32][CH2:31][N:30]([C:33]3[CH:38]=[C:37]([NH:39]N)[N:36]=[CH:35][N:34]=3)[CH2:29][CH2:28]2)[CH2:26][CH2:25][CH2:24]1. Product: [CH:23]1([N:27]2[CH2:32][CH2:31][N:30]([C:33]3[N:34]=[CH:35][N:36]=[C:37]([N:39]4[C:13](=[O:15])[C:12]([N:18]5[CH:22]=[CH:21][N:20]=[CH:19]5)=[CH:11][NH:9]4)[CH:38]=3)[CH2:29][CH2:28]2)[CH2:24][CH2:25][CH2:26]1. The catalyst class is: 13. (3) Reactant: [S:1]1[CH:5]=[CH:4][CH:3]=[C:2]1[CH2:6][OH:7].C1(P(C2C=CC=CC=2)C2C=CC=CC=2)C=CC=CC=1.O[N:28]1[C:32](=[O:33])[C:31]2=[CH:34][CH:35]=[CH:36][CH:37]=[C:30]2[C:29]1=[O:38].CCOC(/N=N/C(OCC)=O)=O. Product: [S:1]1[CH:5]=[CH:4][CH:3]=[C:2]1[CH2:6][O:7][N:28]1[C:29](=[O:38])[C:30]2=[CH:37][CH:36]=[CH:35][CH:34]=[C:31]2[C:32]1=[O:33]. The catalyst class is: 1. (4) Reactant: N1[CH:6]=[CH:5][CH:4]=CC=1.[O:7](S(C(F)(F)F)(=O)=O)[S:8]([C:11]([F:14])([F:13])[F:12])(=[O:10])=[O:9].CCOC(C)=O.[CH3:28][CH2:29][CH2:30][CH2:31][CH2:32][CH2:33][CH3:34]. Product: [F:12][C:11]([F:14])([F:13])[S:8]([O:7][C:30]1[CH:31]=[C:32]([CH:4]2[CH2:5][CH2:6]2)[CH:33]=[CH:34][C:29]=1[CH3:28])(=[O:10])=[O:9]. The catalyst class is: 448. (5) Reactant: [N:1]1[C:6]2[NH:7][CH:8]=[CH:9][C:5]=2[C:4]([N:10]2[CH2:14][CH2:13][C@@H:12]([N:15]([CH3:28])[C:16]3[CH:21]=[CH:20][C:19]([C:22]#[C:23][Si](C)(C)C)=[CH:18][N:17]=3)[CH2:11]2)=[N:3][CH:2]=1.C([O-])([O-])=O.[K+].[K+]. Product: [N:1]1[C:6]2[NH:7][CH:8]=[CH:9][C:5]=2[C:4]([N:10]2[CH2:14][CH2:13][C@@H:12]([N:15]([CH3:28])[C:16]3[CH:21]=[CH:20][C:19]([C:22]#[CH:23])=[CH:18][N:17]=3)[CH2:11]2)=[N:3][CH:2]=1. The catalyst class is: 5. (6) Reactant: [I:1][C:2]1[CH:7]=[CH:6][C:5]([O:8][C:9]([F:12])([F:11])[F:10])=[CH:4][C:3]=1[N+:13]([O-])=O.O.NN. Product: [I:1][C:2]1[CH:7]=[CH:6][C:5]([O:8][C:9]([F:11])([F:12])[F:10])=[CH:4][C:3]=1[NH2:13]. The catalyst class is: 5. (7) Reactant: [Cl:1][C:2]1[CH:3]=[C:4]([CH:20]=[CH:21][CH:22]=1)[O:5][C:6]1[CH:11]=[C:10]([OH:12])[CH:9]=[CH:8][C:7]=1/[CH:13]=[CH:14]/[C:15]([O:17][CH2:18][CH3:19])=[O:16].[N:23]1[CH:28]=[CH:27][CH:26]=[C:25]([CH2:29]O)[CH:24]=1.C1C=CC(P(C2C=CC=CC=2)C2C=CC=CC=2)=CC=1.CC(OC(/N=N/C(OC(C)C)=O)=O)C. Product: [Cl:1][C:2]1[CH:3]=[C:4]([CH:20]=[CH:21][CH:22]=1)[O:5][C:6]1[CH:11]=[C:10]([O:12][CH2:29][C:25]2[CH:24]=[N:23][CH:28]=[CH:27][CH:26]=2)[CH:9]=[CH:8][C:7]=1/[CH:13]=[CH:14]/[C:15]([O:17][CH2:18][CH3:19])=[O:16]. The catalyst class is: 1.